This data is from Reaction yield outcomes from USPTO patents with 853,638 reactions. The task is: Predict the reaction yield, written as a fraction of the theoretical maximum amount of product (1.0 means a 100% yield; for example, 0.34 means a 34% yield). (1) The reactants are [CH3:1][Si](Cl)(C)C.[NH2:6][C:7]1[C:15]([N+:16]([O-:18])=[O:17])=[CH:14][C:10]([C:11]([OH:13])=[O:12])=[C:9]([F:19])[C:8]=1[F:20]. The catalyst is CO. The product is [NH2:6][C:7]1[C:15]([N+:16]([O-:18])=[O:17])=[CH:14][C:10]([C:11]([O:13][CH3:1])=[O:12])=[C:9]([F:19])[C:8]=1[F:20]. The yield is 0.920. (2) The reactants are [CH3:1][O:2][C:3](=[O:38])[C:4]1[CH:9]=[CH:8][C:7]([CH2:10][N:11]2[CH:15]=[C:14]([C:16]3[CH:21]=[CH:20][C:19]([Cl:22])=[CH:18][C:17]=3[Cl:23])[N:13]=[C:12]2[CH2:24][C:25]2[CH:30]=[CH:29][C:28]([C:31]3[CH:36]=[CH:35][CH:34]=[C:33]([NH2:37])[CH:32]=3)=[CH:27][CH:26]=2)=[CH:6][CH:5]=1.[CH2:39]([S:42](Cl)(=[O:44])=[O:43])[CH2:40][CH3:41]. No catalyst specified. The product is [CH3:1][O:2][C:3](=[O:38])[C:4]1[CH:9]=[CH:8][C:7]([CH2:10][N:11]2[CH:15]=[C:14]([C:16]3[CH:21]=[CH:20][C:19]([Cl:22])=[CH:18][C:17]=3[Cl:23])[N:13]=[C:12]2[CH2:24][C:25]2[CH:30]=[CH:29][C:28]([C:31]3[CH:36]=[CH:35][CH:34]=[C:33]([NH:37][S:42]([CH2:39][CH2:40][CH3:41])(=[O:44])=[O:43])[CH:32]=3)=[CH:27][CH:26]=2)=[CH:6][CH:5]=1. The yield is 0.660.